Dataset: Full USPTO retrosynthesis dataset with 1.9M reactions from patents (1976-2016). Task: Predict the reactants needed to synthesize the given product. Given the product [Cl:1][C:2]1[CH:3]=[C:4]([NH:9][C:10]2[C:11]3[CH:19]=[C:18]([NH2:20])[N:17]=[CH:16][C:12]=3[N:13]=[CH:14][N:15]=2)[CH:5]=[CH:6][C:7]=1[Cl:8], predict the reactants needed to synthesize it. The reactants are: [Cl:1][C:2]1[CH:3]=[C:4]([NH:9][C:10]2[C:11]3[CH:19]=[C:18]([NH:20]CC4C=CC(OC)=CC=4)[N:17]=[CH:16][C:12]=3[N:13]=[CH:14][N:15]=2)[CH:5]=[CH:6][C:7]=1[Cl:8].FC(F)(F)C(O)=O.C1(OC)C=CC=CC=1.